From a dataset of Merck oncology drug combination screen with 23,052 pairs across 39 cell lines. Regression. Given two drug SMILES strings and cell line genomic features, predict the synergy score measuring deviation from expected non-interaction effect. Drug 1: CC1CC2C3CCC4=CC(=O)C=CC4(C)C3(F)C(O)CC2(C)C1(O)C(=O)CO. Drug 2: CCc1cnn2c(NCc3ccc[n+]([O-])c3)cc(N3CCCCC3CCO)nc12. Cell line: NCIH1650. Synergy scores: synergy=9.55.